This data is from Catalyst prediction with 721,799 reactions and 888 catalyst types from USPTO. The task is: Predict which catalyst facilitates the given reaction. Reactant: [CH3:1][O:2][C:3]1[O:7][C:6](=[O:8])[N:5]([C:9]2[CH:14]=[CH:13][C:12]([NH2:15])=[C:11]([CH3:16])[CH:10]=2)[N:4]=1.[CH2:17]([CH2:21][C:22](=O)[CH3:23])[C:18]([CH3:20])=O. Product: [CH3:1][O:2][C:3]1[O:7][C:6](=[O:8])[N:5]([C:9]2[CH:14]=[CH:13][C:12]([N:15]3[C:22]([CH3:23])=[CH:21][CH:17]=[C:18]3[CH3:20])=[C:11]([CH3:16])[CH:10]=2)[N:4]=1. The catalyst class is: 15.